Dataset: Catalyst prediction with 721,799 reactions and 888 catalyst types from USPTO. Task: Predict which catalyst facilitates the given reaction. (1) Reactant: C([O:3][C:4](=[O:29])[C:5]1[CH:10]=[C:9]([C:11]2[C:12]([Cl:28])=[C:13]3[CH:19]=[CH:18][N:17]([CH2:20][O:21][CH2:22][CH2:23][Si:24]([CH3:27])([CH3:26])[CH3:25])[C:14]3=[N:15][CH:16]=2)[CH:8]=[N:7][CH:6]=1)C.[OH-].[K+].Cl. Product: [Cl:28][C:12]1[C:11]([C:9]2[CH:8]=[N:7][CH:6]=[C:5]([CH:10]=2)[C:4]([OH:29])=[O:3])=[CH:16][N:15]=[C:14]2[N:17]([CH2:20][O:21][CH2:22][CH2:23][Si:24]([CH3:27])([CH3:26])[CH3:25])[CH:18]=[CH:19][C:13]=12. The catalyst class is: 40. (2) Reactant: [Br:1][C:2]1[C:3](Cl)=[N:4][CH:5]=[C:6]([CH:21]=1)[C:7]([NH:9][C:10]1[CH:15]=[CH:14][C:13]([O:16][C:17]([F:20])([F:19])[F:18])=[CH:12][CH:11]=1)=[O:8].[NH:23]1[CH2:27][CH2:26][CH:25]([OH:28])[CH2:24]1.CCN(C(C)C)C(C)C. Product: [Br:1][C:2]1[C:3]([N:23]2[CH2:27][CH2:26][CH:25]([OH:28])[CH2:24]2)=[N:4][CH:5]=[C:6]([CH:21]=1)[C:7]([NH:9][C:10]1[CH:15]=[CH:14][C:13]([O:16][C:17]([F:20])([F:19])[F:18])=[CH:12][CH:11]=1)=[O:8]. The catalyst class is: 41. (3) Product: [Cl:39][C:40]1[CH:41]=[CH:42][C:43]([C:46]2([NH:49][C:30](=[O:31])/[C:29](/[CH3:33])=[CH:28]/[C@:11]34[CH2:23][C:22](=[O:24])[C:21]([CH:25]([CH3:26])[CH3:27])=[C:12]3[C@@H:13]3[C@@:8]([CH3:34])([CH2:9][CH2:10]4)[C@@:7]4([CH3:35])[C@@H:16]([C@:17]5([CH3:20])[C@@H:4]([CH2:5][CH2:6]4)[C:3]([CH3:37])([CH3:36])[C@@H:2]([OH:1])[CH2:19][CH2:18]5)[CH2:15][CH2:14]3)[CH2:47][CH2:48]2)=[CH:44][CH:45]=1. The catalyst class is: 3. Reactant: [OH:1][C@H:2]1[CH2:19][CH2:18][C@@:17]2([CH3:20])[C@@H:4]([CH2:5][CH2:6][C@:7]3([CH3:35])[C@@H:16]2[CH2:15][CH2:14][C@H:13]2[C@@:8]3([CH3:34])[CH2:9][CH2:10][C@@:11]3(/[CH:28]=[C:29](\[CH3:33])/[C:30](O)=[O:31])[CH2:23][C:22](=[O:24])[C:21]([CH:25]([CH3:27])[CH3:26])=[C:12]32)[C:3]1([CH3:37])[CH3:36].Cl.[Cl:39][C:40]1[CH:45]=[CH:44][C:43]([C:46]2([NH2:49])[CH2:48][CH2:47]2)=[CH:42][CH:41]=1.CN(C(ON1N=NC2C=CC=NC1=2)=[N+](C)C)C.F[P-](F)(F)(F)(F)F.CCN(C(C)C)C(C)C.Cl. (4) Reactant: CN(C=O)C.Br[CH2:7][C:8]([C:10]1[CH:15]=[CH:14][CH:13]=[CH:12][CH:11]=1)=[O:9].[C:16]1(=[O:26])[NH:20][C:19](=[O:21])[C:18]2=[CH:22][CH:23]=[CH:24][CH:25]=[C:17]12.[K]. Product: [O:9]=[C:8]([C:10]1[CH:15]=[CH:14][CH:13]=[CH:12][CH:11]=1)[CH2:7][N:20]1[C:16](=[O:26])[C:17]2[C:18](=[CH:22][CH:23]=[CH:24][CH:25]=2)[C:19]1=[O:21]. The catalyst class is: 28. (5) Product: [CH3:1][CH:2]([CH3:21])[CH:3]([C:11]1[CH:12]=[CH:13][C:14]([C:15]([OH:17])=[O:16])=[CH:19][CH:20]=1)[O:4][C:5]1[CH:6]=[CH:7][CH:8]=[CH:9][CH:10]=1. Reactant: [CH3:1][CH:2]([CH3:21])[CH:3]([C:11]1[CH:20]=[CH:19][C:14]([C:15]([O:17]C)=[O:16])=[CH:13][CH:12]=1)[O:4][C:5]1[CH:10]=[CH:9][CH:8]=[CH:7][CH:6]=1.O.[OH-].[Li+].O1CCCC1.CO. The catalyst class is: 6. (6) Reactant: Cl.[NH2:2][CH2:3][C:4]1[CH:13]=[CH:12][CH:11]=[C:10]2[C:5]=1[C:6](=[O:23])[N:7]([CH:15]1[CH2:20][CH2:19][C:18](=[O:21])[NH:17][C:16]1=[O:22])[C:8]([CH3:14])=[N:9]2.C(N(CC)CC)C.[Cl:31][C:32]1[CH:37]=[CH:36][C:35]([N:38]=[C:39]=[O:40])=[CH:34][CH:33]=1. Product: [Cl:31][C:32]1[CH:37]=[CH:36][C:35]([NH:38][C:39]([NH:2][CH2:3][C:4]2[CH:13]=[CH:12][CH:11]=[C:10]3[C:5]=2[C:6](=[O:23])[N:7]([CH:15]2[CH2:20][CH2:19][C:18](=[O:21])[NH:17][C:16]2=[O:22])[C:8]([CH3:14])=[N:9]3)=[O:40])=[CH:34][CH:33]=1. The catalyst class is: 1. (7) Reactant: [CH2:1]([NH:8][S:9]([C:12]1[CH:17]=[CH:16][CH:15]=[C:14]([CH2:18][OH:19])[CH:13]=1)(=[O:11])=[O:10])[C:2]1[CH:7]=[CH:6][CH:5]=[CH:4][CH:3]=1. Product: [CH2:1]([NH:8][S:9]([C:12]1[CH:17]=[CH:16][CH:15]=[C:14]([CH:18]=[O:19])[CH:13]=1)(=[O:11])=[O:10])[C:2]1[CH:7]=[CH:6][CH:5]=[CH:4][CH:3]=1. The catalyst class is: 177.